The task is: Predict the reactants needed to synthesize the given product.. This data is from Full USPTO retrosynthesis dataset with 1.9M reactions from patents (1976-2016). The reactants are: [CH2:1]([O:8][C:9](=[O:16])[NH:10][CH:11]1[CH2:14][CH2:13][C:12]1=O)[C:2]1[CH:7]=[CH:6][CH:5]=[CH:4][CH:3]=1.[NH:17]1[CH2:21][CH2:20][CH2:19][CH2:18]1. Given the product [CH2:1]([O:8][C:9](=[O:16])[NH:10][CH:11]1[CH2:14][CH2:13][CH:12]1[N:17]1[CH2:21][CH2:20][CH2:19][CH2:18]1)[C:2]1[CH:7]=[CH:6][CH:5]=[CH:4][CH:3]=1, predict the reactants needed to synthesize it.